Task: Binary Classification. Given a T-cell receptor sequence (or CDR3 region) and an epitope sequence, predict whether binding occurs between them.. Dataset: TCR-epitope binding with 47,182 pairs between 192 epitopes and 23,139 TCRs (1) The epitope is IPSINVHHY. The TCR CDR3 sequence is CASSRENSNQPQHF. Result: 1 (the TCR binds to the epitope). (2) The epitope is FLPRVFSAV. The TCR CDR3 sequence is CASSLGGGEQFF. Result: 1 (the TCR binds to the epitope). (3) The epitope is TLDSKTQSL. The TCR CDR3 sequence is CSARGTGYNEQFF. Result: 0 (the TCR does not bind to the epitope). (4) The epitope is KAFSPEVIPMF. The TCR CDR3 sequence is CASSLTPTGSTDTQYF. Result: 0 (the TCR does not bind to the epitope). (5) The epitope is ATDALMTGY. The TCR CDR3 sequence is CAISESSSGSNEQFF. Result: 1 (the TCR binds to the epitope). (6) The epitope is TLVPQEHYV. The TCR CDR3 sequence is CASSVGSTEAFF. Result: 1 (the TCR binds to the epitope).